Dataset: Reaction yield outcomes from USPTO patents with 853,638 reactions. Task: Predict the reaction yield, written as a fraction of the theoretical maximum amount of product (1.0 means a 100% yield; for example, 0.34 means a 34% yield). (1) The reactants are [CH3:1][O:2][C:3]1[CH:4]=[C:5]([S:9][CH2:10][C:11]([C:13]2[CH:14]=[N:15][CH:16]=[CH:17][CH:18]=2)=O)[CH:6]=[CH:7][CH:8]=1.[OH-].[Na+]. The catalyst is O. The product is [CH3:1][O:2][C:3]1[CH:8]=[CH:7][C:6]2[C:11]([C:13]3[CH:14]=[N:15][CH:16]=[CH:17][CH:18]=3)=[CH:10][S:9][C:5]=2[CH:4]=1. The yield is 0.360. (2) The reactants are [Br:1][CH2:2][C:3]([C:5]1[CH:10]=[CH:9][C:8]([OH:11])=[CH:7][CH:6]=1)=[O:4].[C:12]1([C@@H:18]([NH:30][C:31]2[CH:36]=[CH:35][CH:34]=[CH:33][CH:32]=2)[C:19]([O:21][C@@H:22]2[CH:27]3[CH2:28][CH2:29][N:24]([CH2:25][CH2:26]3)[CH2:23]2)=[O:20])[CH:17]=[CH:16][CH:15]=[CH:14][CH:13]=1. The catalyst is CCOC(C)=O. The product is [Br-:1].[OH:11][C:8]1[CH:9]=[CH:10][C:5]([C:3](=[O:4])[CH2:2][N+:24]23[CH2:25][CH2:26][CH:27]([CH2:28][CH2:29]2)[C@@H:22]([O:21][C:19](=[O:20])[C@@H:18]([C:12]2[CH:17]=[CH:16][CH:15]=[CH:14][CH:13]=2)[NH:30][C:31]2[CH:36]=[CH:35][CH:34]=[CH:33][CH:32]=2)[CH2:23]3)=[CH:6][CH:7]=1. The yield is 1.00. (3) The reactants are [CH3:1][O:2][C:3]1[N:8]=[CH:7][C:6]([N:9]2[C:13]([C:14]3[NH:15][CH:16]=[CH:17][CH:18]=3)=[CH:12][C:11]([C:19]([OH:21])=O)=[N:10]2)=[CH:5][CH:4]=1.[C:22]([NH2:26])([CH3:25])([CH3:24])[CH3:23]. No catalyst specified. The product is [C:22]([NH:26][C:19]([C:11]1[CH:12]=[C:13]([C:14]2[NH:15][CH:16]=[CH:17][CH:18]=2)[N:9]([C:6]2[CH:7]=[N:8][C:3]([O:2][CH3:1])=[CH:4][CH:5]=2)[N:10]=1)=[O:21])([CH3:25])([CH3:24])[CH3:23]. The yield is 0.830. (4) The reactants are Br[C:2]1[CH:7]=[CH:6][C:5]([Br:8])=[CH:4][N:3]=1.[Li]CCCC.[C:14]1(=[O:19])[CH2:18][CH2:17][CH2:16][CH2:15]1.[Cl-].[NH4+]. The catalyst is C1COCC1. The product is [Br:8][C:5]1[CH:6]=[CH:7][C:2]([C:14]2([OH:19])[CH2:18][CH2:17][CH2:16][CH2:15]2)=[N:3][CH:4]=1. The yield is 0.460. (5) The reactants are Cl[C:2]1[S:3][CH:4]=[C:5]([C:7]2[CH:12]=[CH:11][C:10]([N+:13]([O-:15])=[O:14])=[CH:9][CH:8]=2)[N:6]=1.[C:16]([O-:19])([O-])=O.[K+].[K+].CN(C(ON1N=[N:37][C:32]2[CH:33]=[CH:34][CH:35]=[CH:36][C:31]1=2)=[N+](C)C)C.F[P-](F)(F)(F)(F)F.[CH3:46][O:47][C:48]1[CH:49]=[CH:50][C:51]([C:54]2([CH2:60][NH2:61])[CH2:59][CH2:58][CH2:57][CH2:56][CH2:55]2)=[N:52][CH:53]=1. The catalyst is CN(C=O)C.[Cu]I. The product is [NH:37]1[C:32]2[C:31](=[CH:36][CH:35]=[CH:34][CH:33]=2)[C:8]([CH2:7][C@:5]([CH3:4])([NH:6][C:2]2[S:3][CH:4]=[C:5]([C:7]3[CH:12]=[CH:11][C:10]([N+:13]([O-:15])=[O:14])=[CH:9][CH:8]=3)[N:6]=2)[C:16]([NH:61][CH2:60][C:54]2([C:51]3[CH:50]=[CH:49][C:48]([O:47][CH3:46])=[CH:53][N:52]=3)[CH2:59][CH2:58][CH2:57][CH2:56][CH2:55]2)=[O:19])=[CH:9]1. The yield is 0.0200.